Dataset: NCI-60 drug combinations with 297,098 pairs across 59 cell lines. Task: Regression. Given two drug SMILES strings and cell line genomic features, predict the synergy score measuring deviation from expected non-interaction effect. (1) Drug 1: CC(CN1CC(=O)NC(=O)C1)N2CC(=O)NC(=O)C2. Drug 2: CCCCCOC(=O)NC1=NC(=O)N(C=C1F)C2C(C(C(O2)C)O)O. Cell line: SF-539. Synergy scores: CSS=16.1, Synergy_ZIP=-2.60, Synergy_Bliss=0.604, Synergy_Loewe=-6.24, Synergy_HSA=0.278. (2) Drug 1: C1C(C(OC1N2C=NC3=C(N=C(N=C32)Cl)N)CO)O. Drug 2: CCN(CC)CCCC(C)NC1=C2C=C(C=CC2=NC3=C1C=CC(=C3)Cl)OC. Cell line: SK-MEL-5. Synergy scores: CSS=37.4, Synergy_ZIP=-5.84, Synergy_Bliss=-2.46, Synergy_Loewe=-13.1, Synergy_HSA=-2.04.